Dataset: Full USPTO retrosynthesis dataset with 1.9M reactions from patents (1976-2016). Task: Predict the reactants needed to synthesize the given product. (1) Given the product [CH:16]([C@@H:18]([NH:23][C:24](=[O:30])[O:25][C:26]([CH3:29])([CH3:28])[CH3:27])[CH2:19][CH2:20][CH2:21][CH3:22])=[O:17], predict the reactants needed to synthesize it. The reactants are: [H-].COCCO[Al+]OCCOC.CON(C)[C:16]([C@@H:18]([NH:23][C:24](=[O:30])[O:25][C:26]([CH3:29])([CH3:28])[CH3:27])[CH2:19][CH2:20][CH2:21][CH3:22])=[O:17].[Cl-].[Na+]. (2) Given the product [ClH:30].[NH2:18][C:5]1([CH2:25][C:26]([O:28][CH3:29])=[O:27])[C:4]2[C:9](=[CH:10][CH:11]=[C:2]([Br:1])[CH:3]=2)[O:8][CH:7]([C:12]2[CH:17]=[CH:16][CH:15]=[CH:14][CH:13]=2)[CH2:6]1, predict the reactants needed to synthesize it. The reactants are: [Br:1][C:2]1[CH:3]=[C:4]2[C:9](=[CH:10][CH:11]=1)[O:8][CH:7]([C:12]1[CH:17]=[CH:16][CH:15]=[CH:14][CH:13]=1)[CH2:6][C:5]2([CH2:25][C:26]([O:28][CH3:29])=[O:27])[NH:18]S(C(C)(C)C)=O.[ClH:30]. (3) Given the product [NH2:18][C:17](=[N:19][NH:20][C:27](=[O:29])[CH3:28])[C:15]1[S:14][C:10]2=[CH:11][N:12]=[CH:13][C:8]([NH:7][C:4]3[CH:5]=[CH:6][C:1]([C:21]4[CH:22]=[CH:23][CH:24]=[CH:25][CH:26]=4)=[CH:2][CH:3]=3)=[C:9]2[CH:16]=1, predict the reactants needed to synthesize it. The reactants are: [C:1]1([C:21]2[CH:26]=[CH:25][CH:24]=[CH:23][CH:22]=2)[CH:6]=[CH:5][C:4]([NH:7][C:8]2[CH:13]=[N:12][CH:11]=[C:10]3[S:14][C:15]([C:17](=[N:19][NH2:20])[NH2:18])=[CH:16][C:9]=23)=[CH:3][CH:2]=1.[C:27](OC(=O)C)(=[O:29])[CH3:28]. (4) Given the product [CH3:1][C:2]1[CH:7]=[CH:6][C:5]([C:8]2[CH:13]=[CH:12][C:11]([CH:14]=[O:21])=[CH:10][CH:9]=2)=[CH:4][CH:3]=1, predict the reactants needed to synthesize it. The reactants are: [CH3:1][C:2]1[CH:7]=[CH:6][C:5]([C:8]2[CH:13]=[CH:12][C:11]([CH3:14])=[CH:10][CH:9]=2)=[CH:4][CH:3]=1.BrN1C(=[O:21])CCC1=O.C1N2CN3CN(C2)CN1C3. (5) Given the product [Cl:49][C:3]1[CH:2]=[C:1]([S:7]([CH2:10][C:11]2[C:16]([C:17]([O:19][CH3:20])=[O:18])=[C:15]([OH:22])[C:14]([C:23]3[CH:27]=[CH:26][O:25][CH:24]=3)=[CH:13][CH:12]=2)(=[O:9])=[O:8])[CH:6]=[CH:5][CH:4]=1, predict the reactants needed to synthesize it. The reactants are: [C:1]1([S:7]([CH2:10][C:11]2[C:16]([C:17]([O:19][CH2:20]C)=[O:18])=[C:15]([OH:22])[C:14]([C:23]3[CH:27]=[CH:26][O:25][CH:24]=3)=[CH:13][CH:12]=2)(=[O:9])=[O:8])[CH:6]=[CH:5][CH:4]=[CH:3][CH:2]=1.BrC1C(O)=C(C(CS(C2C=CC=C([Cl:49])C=2)(=O)=O)=CC=1)C(OC)=O.O1C=CC(B(O)O)=C1. (6) Given the product [CH3:33][O:32][C:30]1[CH:29]=[C:28]([CH2:34][CH2:35][C:36]2[CH:37]=[C:38]([NH:41][C:20]([C:17]3[CH:18]=[N:19][C:14]([N:10]4[CH2:11][CH2:12][CH2:13][N:7]([CH2:5][CH3:6])[CH2:8][CH2:9]4)=[N:15][CH:16]=3)=[O:22])[NH:39][N:40]=2)[CH:27]=[C:26]([O:25][CH3:24])[CH:31]=1, predict the reactants needed to synthesize it. The reactants are: C[Al](C)C.[CH2:5]([N:7]1[CH2:13][CH2:12][CH2:11][N:10]([C:14]2[N:19]=[CH:18][C:17]([C:20]([O:22]C)=O)=[CH:16][N:15]=2)[CH2:9][CH2:8]1)[CH3:6].[CH3:24][O:25][C:26]1[CH:27]=[C:28]([CH2:34][CH2:35][C:36]2[CH:37]=[C:38]([NH2:41])[NH:39][N:40]=2)[CH:29]=[C:30]([O:32][CH3:33])[CH:31]=1. (7) Given the product [F:1][C:2]([F:12])([F:11])[CH:3]([NH:13][C:18]1[CH:20]=[CH:14][C:15]([C:35]2[CH:36]=[CH:37][C:38]3[N:39]([C:41]([C:44]([F:47])([F:46])[F:45])=[N:42][N:43]=3)[CH:22]=2)=[CH:16][CH:17]=1)[C:4]1[CH:9]=[CH:8][CH:7]=[CH:6][CH:5]=1, predict the reactants needed to synthesize it. The reactants are: [F:1][C:2]([F:12])([F:11])[CH:3](O)[C:4]1[CH:9]=[CH:8][CH:7]=[CH:6][CH:5]=1.[N:13]1[C:18](C)=[CH:17][CH:16]=[CH:15][C:14]=1[CH3:20].F[C:22](F)(F)C(OC(=O)C(F)(F)F)=O.Cl[C:35]1[CH:36]=[CH:37][C:38]2[N:39]([C:41]([C:44]([F:47])([F:46])[F:45])=[N:42][N:43]=2)N=1.C([O-])([O-])=O.[K+].[K+].